Predict the reactants needed to synthesize the given product. From a dataset of Retrosynthesis with 50K atom-mapped reactions and 10 reaction types from USPTO. (1) The reactants are: CC(C)(C)OC(=O)N[C@@H](Cc1cccs1)C(=O)N1CCN(c2nc3ccc(CNC4CCCC4)cc3s2)CC1. Given the product N[C@@H](Cc1cccs1)C(=O)N1CCN(c2nc3ccc(CNC4CCCC4)cc3s2)CC1, predict the reactants needed to synthesize it. (2) Given the product CC(C)(C)OC(=O)N1CC=C(c2ccc(Br)c(F)c2)CC1, predict the reactants needed to synthesize it. The reactants are: CC(C)(C)OC(=O)N1CC=C(B2OC(C)(C)C(C)(C)O2)CC1.Fc1cc(I)ccc1Br. (3) Given the product Cc1nc(-c2cnc(/C=C/Cc3ccccc3)cn2)sc1C(=O)NCc1ccccc1, predict the reactants needed to synthesize it. The reactants are: Cc1nc(-c2cnc(Br)cn2)sc1C(=O)NCc1ccccc1.OB(O)/C=C/Cc1ccccc1. (4) Given the product CCC(=O)Oc1c(Cc2cc(C)cc(C(C)(C)C)c2O)cc(C)cc1C(C)(C)C, predict the reactants needed to synthesize it. The reactants are: CCC(=O)Cl.Cc1cc(Cc2cc(C)cc(C(C)(C)C)c2O)c(O)c(C(C)(C)C)c1.